Dataset: Full USPTO retrosynthesis dataset with 1.9M reactions from patents (1976-2016). Task: Predict the reactants needed to synthesize the given product. (1) Given the product [Cl:17][C:18]1[N:19]=[C:20]([N:1]2[CH2:2][CH2:3][CH:4]([N:7]3[C:15]4[C:10](=[N:11][CH:12]=[CH:13][CH:14]=4)[NH:9][C:8]3=[O:16])[CH2:5][CH2:6]2)[CH:21]=[C:22]([C:24]([N:26]2[C:34]3[C:29](=[CH:30][C:31]([F:35])=[CH:32][CH:33]=3)[CH2:28][CH2:27]2)=[O:25])[CH:23]=1, predict the reactants needed to synthesize it. The reactants are: [NH:1]1[CH2:6][CH2:5][CH:4]([N:7]2[C:15]3[C:10](=[N:11][CH:12]=[CH:13][CH:14]=3)[NH:9][C:8]2=[O:16])[CH2:3][CH2:2]1.[Cl:17][C:18]1[CH:23]=[C:22]([C:24]([N:26]2[C:34]3[C:29](=[CH:30][C:31]([F:35])=[CH:32][CH:33]=3)[CH2:28][CH2:27]2)=[O:25])[CH:21]=[C:20](Cl)[N:19]=1.CCN(C(C)C)C(C)C. (2) Given the product [Cl:25][C:26]1[CH:33]=[C:32]([CH:31]=[CH:30][C:27]=1[C:28]#[N:29])[O:22][CH2:21][CH2:20][CH:19]([CH3:23])[CH2:18][C:17]([NH:16][C:12]1[CH:13]=[CH:14][C:15]2[N:3]([CH2:1][CH3:2])[C:4]3[C:9]([C:10]=2[CH:11]=1)=[CH:8][CH:7]=[CH:6][CH:5]=3)=[O:24], predict the reactants needed to synthesize it. The reactants are: [CH2:1]([N:3]1[C:15]2[CH:14]=[CH:13][C:12]([NH:16][C:17](=[O:24])[CH2:18][CH:19]([CH3:23])[CH2:20][CH2:21][OH:22])=[CH:11][C:10]=2[C:9]2[C:4]1=[CH:5][CH:6]=[CH:7][CH:8]=2)[CH3:2].[Cl:25][C:26]1[CH:33]=[C:32](F)[CH:31]=[CH:30][C:27]=1[C:28]#[N:29].CC(C)([O-])C.[K+].O. (3) Given the product [CH3:39][O:38][C:36](=[O:37])[O:27][C:17]1[C:18]([CH3:26])([CH3:25])[O:19][C:20]([CH3:24])([CH3:23])[C:21](=[O:22])[C:16]=1[C:10]1[CH:9]=[C:8]([C:5]2[CH:4]=[CH:3][C:2]([Cl:1])=[CH:7][CH:6]=2)[CH:13]=[CH:12][C:11]=1[CH2:14][CH3:15], predict the reactants needed to synthesize it. The reactants are: [Cl:1][C:2]1[CH:7]=[CH:6][C:5]([C:8]2[CH:13]=[CH:12][C:11]([CH2:14][CH3:15])=[C:10]([CH:16]3[C:21](=[O:22])[C:20]([CH3:24])([CH3:23])[O:19][C:18]([CH3:26])([CH3:25])[C:17]3=[O:27])[CH:9]=2)=[CH:4][CH:3]=1.C(N(CC)CC)C.Cl[C:36]([O:38][CH3:39])=[O:37]. (4) Given the product [Br:7][C:8]1[CH:9]=[C:10]([C:14]([C:16]2[C:24]3[C:23]([Cl:25])=[N:22][CH:21]=[N:20][C:19]=3[N:18]([CH3:1])[CH:17]=2)=[O:15])[CH:11]=[N:12][CH:13]=1, predict the reactants needed to synthesize it. The reactants are: [C:1]([O-])([O-])=O.[Cs+].[Cs+].[Br:7][C:8]1[CH:9]=[C:10]([C:14]([C:16]2[C:24]3[C:23]([Cl:25])=[N:22][CH:21]=[N:20][C:19]=3[NH:18][CH:17]=2)=[O:15])[CH:11]=[N:12][CH:13]=1. (5) Given the product [N+:6](=[CH:8][C:10]([C:12]1[CH:13]=[C:14]([CH:25]=[CH:26][CH:27]=1)[C:15]([O:17][CH2:18][C:19]1[CH:20]=[CH:21][CH:22]=[CH:23][CH:24]=1)=[O:16])=[O:11])=[N-:7], predict the reactants needed to synthesize it. The reactants are: C(OCC)C.[N+:6](=[CH2:8])=[N-:7].Cl[C:10]([C:12]1[CH:13]=[C:14]([CH:25]=[CH:26][CH:27]=1)[C:15]([O:17][CH2:18][C:19]1[CH:24]=[CH:23][CH:22]=[CH:21][CH:20]=1)=[O:16])=[O:11]. (6) Given the product [CH2:1]([O:8][C:9](=[O:16])[NH:10][C@H:11]([CH2:14][O:15][Si:17]([C:30]([CH3:33])([CH3:32])[CH3:31])([C:24]1[CH:25]=[CH:26][CH:27]=[CH:28][CH:29]=1)[C:18]1[CH:23]=[CH:22][CH:21]=[CH:20][CH:19]=1)[CH2:12][CH3:13])[C:2]1[CH:7]=[CH:6][CH:5]=[CH:4][CH:3]=1, predict the reactants needed to synthesize it. The reactants are: [CH2:1]([O:8][C:9](=[O:16])[NH:10][C@H:11]([CH2:14][OH:15])[CH2:12][CH3:13])[C:2]1[CH:7]=[CH:6][CH:5]=[CH:4][CH:3]=1.[Si:17](Cl)([C:30]([CH3:33])([CH3:32])[CH3:31])([C:24]1[CH:29]=[CH:28][CH:27]=[CH:26][CH:25]=1)[C:18]1[CH:23]=[CH:22][CH:21]=[CH:20][CH:19]=1.N1C=CN=C1.